From a dataset of Retrosynthesis with 50K atom-mapped reactions and 10 reaction types from USPTO. Predict the reactants needed to synthesize the given product. The reactants are: COC(=O)C1CC(O)C(C#N)C1. Given the product COC(=O)C1CC(O)C(CN)C1, predict the reactants needed to synthesize it.